From a dataset of Catalyst prediction with 721,799 reactions and 888 catalyst types from USPTO. Predict which catalyst facilitates the given reaction. (1) Reactant: [F:1][C:2]([F:25])([F:24])[C:3]1[CH:4]=[C:5]([C:13]2[N:17]=[CH:16][N:15](/[CH:18]=[CH:19]\[C:20]([NH:22][NH2:23])=[O:21])[N:14]=2)[CH:6]=[C:7]([C:9]([F:12])([F:11])[F:10])[CH:8]=1.[C:26]([O:30][C:31]([NH:33][C@H:34]([CH:38]([CH3:40])[CH3:39])[C:35](O)=[O:36])=[O:32])([CH3:29])([CH3:28])[CH3:27].C(P1(=O)OP(CCC)(=O)OP(CCC)(=O)O1)CC.CCN(C(C)C)C(C)C. Product: [C:26]([O:30][C:31](=[O:32])[NH:33][C@H:34]([CH:38]([CH3:39])[CH3:40])[C:35]([NH:23][NH:22][C:20](=[O:21])/[CH:19]=[CH:18]\[N:15]1[CH:16]=[N:17][C:13]([C:5]2[CH:6]=[C:7]([C:9]([F:10])([F:11])[F:12])[CH:8]=[C:3]([C:2]([F:24])([F:1])[F:25])[CH:4]=2)=[N:14]1)=[O:36])([CH3:29])([CH3:28])[CH3:27]. The catalyst class is: 1. (2) Reactant: C([NH:8][C:9]1([CH2:53][C:54]2[CH:59]=[CH:58][CH:57]=[CH:56][C:55]=2[F:60])[CH2:14][CH2:13][CH2:12][CH:11]([NH:15][C:16]([C:18]2[CH:19]=[C:20]3[C:24](=[CH:25][CH:26]=2)[N:23]([C:27]([C:40]2[CH:45]=[CH:44][CH:43]=[CH:42][CH:41]=2)([C:34]2[CH:39]=[CH:38][CH:37]=[CH:36][CH:35]=2)[C:28]2[CH:33]=[CH:32][CH:31]=[CH:30][CH:29]=2)[N:22]=[C:21]3[C:46]2[CH:51]=[CH:50][N:49]=[C:48]([CH3:52])[CH:47]=2)=[O:17])[CH2:10]1)C1C=CC=CC=1. Product: [NH2:8][C:9]1([CH2:53][C:54]2[CH:59]=[CH:58][CH:57]=[CH:56][C:55]=2[F:60])[CH2:14][CH2:13][CH2:12][CH:11]([NH:15][C:16]([C:18]2[CH:19]=[C:20]3[C:24](=[CH:25][CH:26]=2)[N:23]([C:27]([C:28]2[CH:29]=[CH:30][CH:31]=[CH:32][CH:33]=2)([C:34]2[CH:39]=[CH:38][CH:37]=[CH:36][CH:35]=2)[C:40]2[CH:41]=[CH:42][CH:43]=[CH:44][CH:45]=2)[N:22]=[C:21]3[C:46]2[CH:51]=[CH:50][N:49]=[C:48]([CH3:52])[CH:47]=2)=[O:17])[CH2:10]1. The catalyst class is: 19. (3) Reactant: O[CH2:2][CH:3]1[CH2:8][CH2:7][CH2:6][N:5]([C:9]([O:11][C:12]([CH3:15])([CH3:14])[CH3:13])=[O:10])[CH2:4]1.C1(P(C2C=CC=CC=2)C2C=CC=CC=2)C=CC=CC=1.[Cl:35]CC1CCN(C(OC(C)(C)C)=O)CC1. Product: [Cl:35][CH2:2][CH:3]1[CH2:8][CH2:7][CH2:6][N:5]([C:9]([O:11][C:12]([CH3:15])([CH3:14])[CH3:13])=[O:10])[CH2:4]1. The catalyst class is: 53. (4) Reactant: [OH-].[Na+].C[O:4][C:5](=[O:34])[CH2:6][CH2:7][C:8]1[CH:13]=[CH:12][C:11]([O:14][CH2:15][CH2:16][C@@H:17]([O:19][C:20]2[C:25]([C:26]3[CH:27]=[N:28][CH:29]=[CH:30][CH:31]=3)=[CH:24][C:23]([Cl:32])=[CH:22][N:21]=2)[CH3:18])=[CH:10][C:9]=1[CH3:33].Cl. Product: [Cl:32][C:23]1[CH:24]=[C:25]([C:26]2[CH:27]=[N:28][CH:29]=[CH:30][CH:31]=2)[C:20]([O:19][C@@H:17]([CH3:18])[CH2:16][CH2:15][O:14][C:11]2[CH:12]=[CH:13][C:8]([CH2:7][CH2:6][C:5]([OH:34])=[O:4])=[C:9]([CH3:33])[CH:10]=2)=[N:21][CH:22]=1. The catalyst class is: 5. (5) Reactant: [F:1][C:2]([F:30])([F:29])[C:3]1[CH:4]=[C:5]([CH:22]=[C:23]([C:25]([F:28])([F:27])[F:26])[CH:24]=1)[CH2:6][O:7][CH2:8][C:9]1([CH2:19][CH2:20]O)[C:18]2[C:13](=[CH:14][CH:15]=[CH:16][CH:17]=2)[CH2:12][CH2:11][O:10]1.[C:31]1(=[O:41])[NH:35][C:34](=[O:36])[C:33]2=[CH:37][CH:38]=[CH:39][CH:40]=[C:32]12.CCOC(/N=N/C(OCC)=O)=O. Product: [F:26][C:25]([F:27])([F:28])[C:23]1[CH:22]=[C:5]([CH:4]=[C:3]([C:2]([F:30])([F:1])[F:29])[CH:24]=1)[CH2:6][O:7][CH2:8][C:9]1([CH2:19][CH2:20][N:35]2[C:31](=[O:41])[C:32]3[C:33](=[CH:37][CH:38]=[CH:39][CH:40]=3)[C:34]2=[O:36])[C:18]2[C:13](=[CH:14][CH:15]=[CH:16][CH:17]=2)[CH2:12][CH2:11][O:10]1. The catalyst class is: 7.